The task is: Predict the product of the given reaction.. This data is from Forward reaction prediction with 1.9M reactions from USPTO patents (1976-2016). (1) Given the reactants Cl[C:2]1[N:10]=[CH:9][N:8]=[C:7]2[C:3]=1[N:4]=[C:5]([C:18]1[CH:23]=[CH:22][CH:21]=[CH:20][C:19]=1[Cl:24])[N:6]2[C:11]1[CH:16]=[CH:15][C:14]([Cl:17])=[CH:13][CH:12]=1.[CH2:25]([O:27][C:28]([CH:30]1[NH:35][CH2:34][CH2:33][N:32]([C:36]([O:38][C:39]([CH3:42])([CH3:41])[CH3:40])=[O:37])[CH2:31]1)=[O:29])[CH3:26].C(N(CC)CC)C, predict the reaction product. The product is: [CH2:25]([O:27][C:28]([CH:30]1[N:35]([C:2]2[N:10]=[CH:9][N:8]=[C:7]3[C:3]=2[N:4]=[C:5]([C:18]2[CH:23]=[CH:22][CH:21]=[CH:20][C:19]=2[Cl:24])[N:6]3[C:11]2[CH:16]=[CH:15][C:14]([Cl:17])=[CH:13][CH:12]=2)[CH2:34][CH2:33][N:32]([C:36]([O:38][C:39]([CH3:40])([CH3:42])[CH3:41])=[O:37])[CH2:31]1)=[O:29])[CH3:26]. (2) The product is: [C:1]1([C:7](=[O:21])[C:8](=[CH:17][NH:18][C:20]2[CH:28]=[CH:29][C:23]([I:22])=[CH:24][CH:25]=2)[C:9]([C:11]2[CH:16]=[CH:15][CH:14]=[CH:13][CH:12]=2)=[O:10])[CH:6]=[CH:5][CH:4]=[CH:3][CH:2]=1. Given the reactants [C:1]1([C:7](=[O:21])[C:8](=[CH:17][N:18]([CH3:20])C)[C:9]([C:11]2[CH:16]=[CH:15][CH:14]=[CH:13][CH:12]=2)=[O:10])[CH:6]=[CH:5][CH:4]=[CH:3][CH:2]=1.[I:22][C:23]1[CH:29]=[CH:28]C(N)=[CH:25][CH:24]=1, predict the reaction product. (3) Given the reactants Cl[C:2]1[C:11]2[C:6](=[CH:7][C:8]([O:14][CH3:15])=[C:9]([O:12][CH3:13])[CH:10]=2)[N:5]=[CH:4][N:3]=1.[NH2:16][CH2:17][CH2:18][C:19]1[CH:24]=[CH:23][C:22]([NH2:25])=[CH:21][CH:20]=1, predict the reaction product. The product is: [NH2:25][C:22]1[CH:23]=[CH:24][C:19]([CH2:18][CH2:17][NH:16][C:2]2[C:11]3[C:6](=[CH:7][C:8]([O:14][CH3:15])=[C:9]([O:12][CH3:13])[CH:10]=3)[N:5]=[CH:4][N:3]=2)=[CH:20][CH:21]=1. (4) Given the reactants [CH2:1]([NH:3][C:4]([C:6]1[CH:10]=[CH:9][NH:8][CH:7]=1)=[O:5])[CH3:2].[H-].[Na+].[F:13][C:14]([C:17]1[N:21]([CH2:22][CH:23]2[CH2:28][CH2:27][O:26][CH2:25][CH2:24]2)[C:20]2[CH:29]=[CH:30][C:31]([S:33](Cl)(=[O:35])=[O:34])=[CH:32][C:19]=2[N:18]=1)([F:16])[CH3:15].[NH4+].[Cl-], predict the reaction product. The product is: [F:13][C:14]([C:17]1[N:21]([CH2:22][CH:23]2[CH2:24][CH2:25][O:26][CH2:27][CH2:28]2)[C:20]2[CH:29]=[CH:30][C:31]([S:33]([N:8]3[CH:9]=[CH:10][C:6]([C:4]([NH:3][CH2:1][CH3:2])=[O:5])=[CH:7]3)(=[O:34])=[O:35])=[CH:32][C:19]=2[N:18]=1)([F:16])[CH3:15]. (5) Given the reactants [NH2:1][C:2]1[C:13]([F:14])=[C:12](F)[C:11]2=[C:16]3[C:3]=1[C:4](=[O:19])[NH:5][C:6](=[O:18])[N:7]3[CH:8]([CH3:17])[CH2:9][O:10]2.[C:20]([O:24][C:25](=[O:27])[NH2:26])([CH3:23])([CH3:22])[CH3:21].C([N:30]([CH2:33][CH3:34])[CH2:31][CH3:32])C.[C:35](#N)[CH3:36], predict the reaction product. The product is: [C:20]([O:24][C:25](=[O:27])[NH:26][C@H:35]([C@@H:34]1[CH2:32][CH2:31][N:30]([C:12]2[C:11]3=[C:16]4[C:3]([C:4](=[O:19])[NH:5][C:6](=[O:18])[N:7]4[CH:8]([CH3:17])[CH2:9][O:10]3)=[C:2]([NH2:1])[C:13]=2[F:14])[CH2:33]1)[CH3:36])([CH3:23])([CH3:22])[CH3:21]. (6) Given the reactants [F:1][C:2]1[CH:3]=[C:4]([CH:8]=[CH:9][CH:10]=1)[C:5]([OH:7])=[O:6].NCCCCN.[Li]C(CC)C.[Cl:22]C(Cl)(Cl)C(Cl)(Cl)Cl, predict the reaction product. The product is: [Cl:22][C:3]1[C:2]([F:1])=[CH:10][CH:9]=[CH:8][C:4]=1[C:5]([OH:7])=[O:6]. (7) Given the reactants [Cl:1][C:2]1[C:3]2[CH:13]=[C:12]([OH:14])[C:11]([OH:15])=[CH:10][C:4]=2[S:5][C:6]=1[C:7]([OH:9])=[O:8].[N+:16]([O-])([OH:18])=[O:17], predict the reaction product. The product is: [Cl:1][C:2]1[C:3]2[CH:13]=[C:12]([OH:14])[C:11]([OH:15])=[C:10]([N+:16]([O-:18])=[O:17])[C:4]=2[S:5][C:6]=1[C:7]([OH:9])=[O:8].